From a dataset of Reaction yield outcomes from USPTO patents with 853,638 reactions. Predict the reaction yield, written as a fraction of the theoretical maximum amount of product (1.0 means a 100% yield; for example, 0.34 means a 34% yield). (1) The reactants are Cl[C:2]1[CH:7]=[C:6]([C:8]([F:11])([F:10])[F:9])[N:5]=[C:4]([C:12]2[CH:17]=[CH:16][CH:15]=[C:14]([Cl:18])[CH:13]=2)[N:3]=1.[Cl:19][C:20]1[CH:21]=[N:22][N:23]([CH2:25][C:26]2[CH:31]=[CH:30][C:29]([CH2:32]B3OC(C)(C)C(C)(C)O3)=[CH:28][CH:27]=2)[CH:24]=1.C([O-])([O-])=O.[Na+].[Na+]. The catalyst is O1CCOCC1.O.C1C=CC(P(C2C=CC=CC=2)[C-]2C=CC=C2)=CC=1.C1C=CC(P(C2C=CC=CC=2)[C-]2C=CC=C2)=CC=1.Cl[Pd]Cl.[Fe+2]. The product is [Cl:19][C:20]1[CH:21]=[N:22][N:23]([CH2:25][C:26]2[CH:31]=[CH:30][C:29]([CH2:32][C:2]3[CH:7]=[C:6]([C:8]([F:11])([F:10])[F:9])[N:5]=[C:4]([C:12]4[CH:17]=[CH:16][CH:15]=[C:14]([Cl:18])[CH:13]=4)[N:3]=3)=[CH:28][CH:27]=2)[CH:24]=1. The yield is 0.980. (2) The reactants are [O:1]=[C:2]([CH2:8][CH3:9])[CH2:3][C:4]([O:6][CH3:7])=[O:5].[CH2:10](O)[C:11]#C. The catalyst is C1(C)C=CC=CC=1.II. The product is [O:1]=[C:2]([CH2:8][CH3:9])[CH2:3][C:4]([O:6][CH2:7][C:10]#[CH:11])=[O:5]. The yield is 0.430. (3) The reactants are O1CCBN1.B.C1COCC1.[Cl:12][C:13]1[CH:14]=[C:15]([C:20](=[O:22])[CH3:21])[CH:16]=[C:17]([F:19])[CH:18]=1. The catalyst is O1CCCC1. The product is [Cl:12][C:13]1[CH:14]=[C:15]([C@@H:20]([OH:22])[CH3:21])[CH:16]=[C:17]([F:19])[CH:18]=1. The yield is 0.890. (4) The reactants are [NH2:1][C:2]([NH:4][C:5]1[S:6][C:7]([C:11]2[CH:12]=[C:13]([NH:17][C:18](=[O:33])[C:19]3[CH:24]=CC(OCC4C=CC=CC=4)=C[CH:20]=3)[CH:14]=[CH:15][CH:16]=2)=[C:8]([CH3:10])[N:9]=1)=[NH:3].[CH:34]1[C:43]2[C:38](=CC=CC=2)[CH:37]=[CH:36][C:35]=1[C:44](Cl)=O. No catalyst specified. The product is [NH2:1][C:2]([NH:4][C:5]1[S:6][C:7]([C:11]2[CH:12]=[C:13]([NH:17][C:18]([C:19]3[CH:24]=[CH:44][C:35]4[C:34](=[CH:43][CH:38]=[CH:37][CH:36]=4)[CH:20]=3)=[O:33])[CH:14]=[CH:15][CH:16]=2)=[C:8]([CH3:10])[N:9]=1)=[NH:3]. The yield is 0.920. (5) The reactants are [F:1][C:2]1[CH:3]=[C:4]([CH:7]=[CH:8][C:9]=1[F:10])[CH:5]=O.C(O[C:14](=[O:18])[CH2:15][C:16]#[N:17])C.[CH:19]1([NH:22][C:23]([NH2:25])=[NH:24])[CH2:21][CH2:20]1.Cl.C(=O)([O-])[O-].[K+].[K+]. The catalyst is C(O)C. The product is [C:16]([C:15]1[C:14](=[O:18])[NH:25][C:23]([NH:22][CH:19]2[CH2:21][CH2:20]2)=[N:24][C:5]=1[C:4]1[CH:7]=[CH:8][C:9]([F:10])=[C:2]([F:1])[CH:3]=1)#[N:17]. The yield is 0.350.